Dataset: Aqueous solubility values for 9,982 compounds from the AqSolDB database. Task: Regression/Classification. Given a drug SMILES string, predict its absorption, distribution, metabolism, or excretion properties. Task type varies by dataset: regression for continuous measurements (e.g., permeability, clearance, half-life) or binary classification for categorical outcomes (e.g., BBB penetration, CYP inhibition). For this dataset (solubility_aqsoldb), we predict Y. (1) The molecule is CNCC(=O)Nc1cc(Cl)c(S(N)(=O)=O)cc1S(N)(=O)=O. The Y is -1.27 log mol/L. (2) The compound is C[S+](C)(C)=O.[I-]. The Y is -0.757 log mol/L. (3) The compound is CCCCCCCCC(=O)N(C)C. The Y is -2.14 log mol/L. (4) The compound is O=C(O)CCC(=O)c1ccc(-c2ccccc2)cc1. The Y is -5.06 log mol/L.